Dataset: Forward reaction prediction with 1.9M reactions from USPTO patents (1976-2016). Task: Predict the product of the given reaction. (1) Given the reactants [Cl:1][CH2:2][CH2:3][N:4]1[CH:8]=[C:7]([C:9]2[N:14]=[C:13]([C:15]([NH:17][C:18]3[C:19]([C:24]([O-])=[O:25])=[N:20][N:21]([CH3:23])[CH:22]=3)=[O:16])[CH:12]=[CH:11][CH:10]=2)[CH:6]=[N:5]1.[Li+].F[P-](F)(F)(F)(F)F.N1(O[P+](N(C)C)(N(C)C)N(C)C)C2C=CC=CC=2N=N1.C(N(C(C)C)C(C)C)C.C(OC([N:71]1[CH2:76][CH2:75][O:74][CH:73]([CH2:77][NH2:78])[CH2:72]1)=O)(C)(C)C.Cl, predict the reaction product. The product is: [CH3:23][N:21]1[CH:22]=[C:18]([NH:17][C:15]([C:13]2[CH:12]=[CH:11][CH:10]=[C:9]([C:7]3[CH:6]=[N:5][N:4]([CH2:3][CH2:2][Cl:1])[CH:8]=3)[N:14]=2)=[O:16])[C:19]([C:24](=[O:25])[NH:78][CH2:77][CH:73]2[O:74][CH2:75][CH2:76][NH:71][CH2:72]2)=[N:20]1. (2) Given the reactants [C:1]([S:5]([N:7]=[C:8]([C:28]1[O:29][C:30]2[CH:36]=[CH:35][C:34]([C:37]#[N:38])=[CH:33][C:31]=2[N:32]=1)[C:9]1[C:17]([O:18][CH3:19])=[CH:16][C:15]([CH3:20])=[C:14]2[C:10]=1[CH:11]=[CH:12][N:13]2[C:21]([O:23][C:24]([CH3:27])([CH3:26])[CH3:25])=[O:22])=[O:6])([CH3:4])([CH3:3])[CH3:2].[CH3:39][Mg]Cl, predict the reaction product. The product is: [C:37]([C:34]1[CH:35]=[CH:36][C:30]2[O:29][C:28]([C:8]([C:9]3[C:17]([O:18][CH3:19])=[CH:16][C:15]([CH3:20])=[C:14]4[C:10]=3[CH:11]=[CH:12][N:13]4[C:21]([O:23][C:24]([CH3:27])([CH3:26])[CH3:25])=[O:22])([NH:7][S:5]([C:1]([CH3:2])([CH3:3])[CH3:4])=[O:6])[CH3:39])=[N:32][C:31]=2[CH:33]=1)#[N:38]. (3) Given the reactants [NH2:1][C@:2]1([C:7]([O:9][CH2:10][CH3:11])=[O:8])[CH2:4][C@H:3]1[CH:5]=[CH2:6].[S:12](=[O:16])(=[O:15])([OH:14])[OH:13], predict the reaction product. The product is: [S:12]([OH:16])([OH:15])(=[O:14])=[O:13].[NH2:1][C@:2]1([C:7]([O:9][CH2:10][CH3:11])=[O:8])[CH2:4][C@H:3]1[CH:5]=[CH2:6].[NH2:1][C@:2]1([C:7]([O:9][CH2:10][CH3:11])=[O:8])[CH2:4][C@H:3]1[CH:5]=[CH2:6]. (4) Given the reactants C[C@@H](NC)[C@H]1O[C@H](O[C@H]2[C@H](O)[C@@H](O[C@H]3OC[C@@](O)(C)[C@H]([NH:26]C)[C@H]3O)[C@H](N)C[C@@H]2N)[C@H](N)CC1.C[C@@H:35]1[C@@H:74]([OH:75])[C@@H:73](C)[C@H:72](C)[O:71]C(=O)C[C@H](O)C[C@H](O)CC[C@@H](O)[C@H](O)C[C@H](O)C[C@@]2(O)O[C@H]([C@H](C(O)=O)[C@@H](O)C2)C[C@@H](O[C@@H]2O[C@H](C)[C@@H](O)[C@H](N)[C@@H]2O)[CH:49]=[CH:48][CH:47]=[CH:46][CH:45]=[CH:44][CH:43]=[CH:42][CH:41]=[CH:40][CH:39]=[CH:38][CH:37]=[CH:36]1.C(=O)=O, predict the reaction product. The product is: [OH:71][CH2:72][C@@H:73]([C@@H:74](/[CH:35]=[CH:36]/[CH2:37][CH2:38][CH2:39][CH2:40][CH2:41][CH2:42][CH2:43][CH2:44][CH2:45][CH2:46][CH2:47][CH2:48][CH3:49])[OH:75])[NH2:26]. (5) The product is: [F:13][C:14]1[CH:15]=[C:16]([NH:24][C:25]([NH:6][C:5]2[CH:7]=[CH:8][C:2]([Br:1])=[C:3]([C:9]([F:10])([F:11])[F:12])[CH:4]=2)=[O:26])[CH:17]=[C:18]([C:20]([F:22])([F:23])[F:21])[CH:19]=1. Given the reactants [Br:1][C:2]1[CH:8]=[CH:7][C:5]([NH2:6])=[CH:4][C:3]=1[C:9]([F:12])([F:11])[F:10].[F:13][C:14]1[CH:15]=[C:16]([N:24]=[C:25]=[O:26])[CH:17]=[C:18]([C:20]([F:23])([F:22])[F:21])[CH:19]=1, predict the reaction product.